Dataset: Catalyst prediction with 721,799 reactions and 888 catalyst types from USPTO. Task: Predict which catalyst facilitates the given reaction. (1) Reactant: F[B-](F)(F)F.C(=O)([O-])[O-].[Na+].[Na+].C(O)CCCCCCC.C(OC(C)=C)(=O)C.C(OCCCCCCCC)(C)=C.[CH2:40]([O:48][C:49]([O:52]CCCCCCCC)(C)[CH3:50])[CH2:41][CH2:42][CH2:43][CH2:44][CH2:45][CH2:46][CH3:47]. Product: [C:49]([O:48][CH2:40][CH2:41][CH2:42][CH2:43][CH2:44][CH2:45][CH2:46][CH3:47])(=[O:52])[CH3:50]. The catalyst class is: 11. (2) Reactant: C([Li])CCC.CCCCCC.[CH3:12][N:13]1[CH:17]=[CH:16][CH:15]=[N:14]1.[CH3:18][C:19]1[CH:35]=[CH:34][C:33]([CH3:36])=[CH:32][C:20]=1[O:21][CH2:22][C:23]1[CH:31]=[CH:30][CH:29]=[CH:28][C:24]=1[C:25](Cl)=[O:26].Cl. Product: [CH3:12][N:13]1[C:17]([C:25]([C:24]2[CH:28]=[CH:29][CH:30]=[CH:31][C:23]=2[CH2:22][O:21][C:20]2[CH:32]=[C:33]([CH3:36])[CH:34]=[CH:35][C:19]=2[CH3:18])=[O:26])=[CH:16][CH:15]=[N:14]1. The catalyst class is: 1. (3) Reactant: C[O:2][C:3]([C:5]1[C:6]([OH:29])=[C:7]2[C:12](=[CH:13][N:14]=1)[N:11]([CH2:15][C:16]1[CH:21]=[CH:20][CH:19]=[CH:18][CH:17]=1)[C:10](=[O:22])[C:9]([C:23]1[CH:28]=[CH:27][CH:26]=[CH:25][CH:24]=1)=[CH:8]2)=[O:4].[OH-].[Na+].C1COCC1. Product: [CH2:15]([N:11]1[C:12]2[C:7](=[C:6]([OH:29])[C:5]([C:3]([OH:4])=[O:2])=[N:14][CH:13]=2)[CH:8]=[C:9]([C:23]2[CH:28]=[CH:27][CH:26]=[CH:25][CH:24]=2)[C:10]1=[O:22])[C:16]1[CH:21]=[CH:20][CH:19]=[CH:18][CH:17]=1. The catalyst class is: 5. (4) Reactant: [NH2:1][C@H:2]([CH3:6])[C:3]([OH:5])=[O:4].C(=O)([O-])O.[Na+].[Cl:12][C:13]1[CH:18]=[CH:17][C:16]([N:19]=[C:20]=[O:21])=[CH:15][CH:14]=1. Product: [Cl:12][C:13]1[CH:18]=[CH:17][C:16]([NH:19][C:20](=[O:21])[NH:1][C@H:2]([CH3:6])[C:3]([OH:5])=[O:4])=[CH:15][CH:14]=1. The catalyst class is: 6. (5) Reactant: [Cl-].[Cl-].C1([Ti+2:8][CH:9]2[CH:13]=[CH:12][CH:11]=[CH:10]2)C=CC=C1.[Li][CH3:15]. Product: [CH3:15][C-:9]1[CH:10]=[CH:11][CH:12]=[CH:13]1.[C-:9]1([CH3:15])[CH:10]=[CH:11][CH:12]=[CH:13]1.[Ti+2:8]. The catalyst class is: 28. (6) Reactant: [CH3:1][O:2][C:3]([C@H:5]1[CH2:10][CH2:9][CH2:8][CH2:7][C@H:6]1[NH:11][CH2:12][C:13]1[CH:18]=[CH:17][C:16]([F:19])=[CH:15][CH:14]=1)=[O:4].[CH3:20][S:21]([NH:24][C:25]1[CH:40]=[CH:39][C:28]2[NH:29][C:30]([CH2:35][C:36](O)=[O:37])=[N:31][S:32](=[O:34])(=[O:33])[C:27]=2[CH:26]=1)(=[O:23])=[O:22].Cl.CN(C)CCCN=C=NCC.CN1CCOCC1. Product: [CH3:1][O:2][C:3]([C@H:5]1[CH2:10][CH2:9][CH2:8][CH2:7][C@H:6]1[N:11]([CH2:12][C:13]1[CH:18]=[CH:17][C:16]([F:19])=[CH:15][CH:14]=1)[C:36](=[O:37])[CH2:35][C:30]1[NH:29][C:28]2[CH:39]=[CH:40][C:25]([NH:24][S:21]([CH3:20])(=[O:23])=[O:22])=[CH:26][C:27]=2[S:32](=[O:33])(=[O:34])[N:31]=1)=[O:4]. The catalyst class is: 9. (7) Reactant: [C:1]([NH:4][C:5]1[S:6][C:7]([C:11]2[CH:12]=[C:13]([S:17](Cl)(=[O:19])=[O:18])[S:14][C:15]=2[Br:16])=[C:8]([CH3:10])[N:9]=1)(=[O:3])[CH3:2].C(N(CC)CC)C.[N:28]1([CH2:34][CH2:35][NH2:36])[CH2:33][CH2:32][O:31][CH2:30][CH2:29]1. Product: [Br:16][C:15]1[S:14][C:13]([S:17](=[O:19])(=[O:18])[NH:36][CH2:35][CH2:34][N:28]2[CH2:33][CH2:32][O:31][CH2:30][CH2:29]2)=[CH:12][C:11]=1[C:7]1[S:6][C:5]([NH:4][C:1](=[O:3])[CH3:2])=[N:9][C:8]=1[CH3:10]. The catalyst class is: 2. (8) Reactant: [CH3:1][C:2]1[CH:11]=[CH:10][C:9]2[C:8]([OH:12])=[CH:7][CH:6]=[CH:5][C:4]=2[N:3]=1.N1C=CC=CC=1.[F:19][C:20]([F:33])([F:32])[S:21](O[S:21]([C:20]([F:33])([F:32])[F:19])(=[O:23])=[O:22])(=[O:23])=[O:22]. Product: [F:19][C:20]([F:33])([F:32])[S:21]([O:12][C:8]1[CH:7]=[CH:6][CH:5]=[C:4]2[C:9]=1[CH:10]=[CH:11][C:2]([CH3:1])=[N:3]2)(=[O:23])=[O:22]. The catalyst class is: 2. (9) The catalyst class is: 3. Product: [Cl:60][C:61]1[CH:62]=[C:63]([CH:66]=[CH:67][CH:68]=1)[CH2:64][NH:65][C:23]([C:16]1[CH:15]=[C:14]2[C:19]([C:20](=[O:21])[N:11]([C:6]3[CH:5]=[CH:4][C:3]([O:2][CH3:1])=[C:8]([O:9][CH3:10])[N:7]=3)[C:12](=[S:26])[NH:13]2)=[C:18]([CH3:22])[CH:17]=1)=[O:24]. Reactant: [CH3:1][O:2][C:3]1[CH:4]=[CH:5][C:6]([N:11]2[C:20](=[O:21])[C:19]3[C:14](=[CH:15][C:16]([C:23](O)=[O:24])=[CH:17][C:18]=3[CH3:22])[NH:13][C:12]2=[S:26])=[N:7][C:8]=1[O:9][CH3:10].CCN(C(C)C)C(C)C.CN(C(ON1N=NC2C=CC=NC1=2)=[N+](C)C)C.F[P-](F)(F)(F)(F)F.[Cl:60][C:61]1[CH:62]=[C:63]([CH:66]=[CH:67][CH:68]=1)[CH2:64][NH2:65]. (10) Reactant: [OH:1][CH2:2][C:3]1[CH2:4][C@H:5]([OH:21])[C@H:6]2[CH2:15][CH2:14][CH:13]3[C@:8]([CH3:18])([CH2:9][CH2:10][CH2:11][C:12]3([CH3:17])[CH3:16])[C@H:7]2[CH2:19][CH:20]=1.CC1(C)N([O])C(C)(C)CCC1.C([O-])(O)=O.[Na+].C([O-])([O-])=O.[K+].[K+].C1C(=O)N(Cl)C(=O)C1. Product: [OH:21][C@@H:5]1[CH:6]2[CH2:15][CH2:14][CH:13]3[C@@:8]([CH3:18])([CH:7]2[CH2:19][CH:20]=[C:3]([CH:2]=[O:1])[CH2:4]1)[CH2:9][CH2:10][CH2:11][C:12]3([CH3:16])[CH3:17]. The catalyst class is: 2.